Dataset: Full USPTO retrosynthesis dataset with 1.9M reactions from patents (1976-2016). Task: Predict the reactants needed to synthesize the given product. (1) Given the product [Si:29]([O:15][CH2:14][C@H:13]1[O:12][C:11]([CH3:17])([CH3:16])[N:10]([C:18]([O:20][C:21]([CH3:24])([CH3:23])[CH3:22])=[O:19])[C@H:9]1[CH2:8][C:6]1[CH:5]=[CH:4][N:3]=[C:2]([Cl:1])[CH:7]=1)([C:26]([CH3:28])([CH3:27])[CH3:25])([CH3:31])[CH3:30], predict the reactants needed to synthesize it. The reactants are: [Cl:1][C:2]1[CH:7]=[C:6]([CH2:8][C@H:9]2[C@@H:13]([CH2:14][OH:15])[O:12][C:11]([CH3:17])([CH3:16])[N:10]2[C:18]([O:20][C:21]([CH3:24])([CH3:23])[CH3:22])=[O:19])[CH:5]=[CH:4][N:3]=1.[CH3:25][C:26]([Si:29](Cl)([CH3:31])[CH3:30])([CH3:28])[CH3:27].N1C=CN=C1. (2) Given the product [N+:15]([C:12]1[CH:13]=[CH:14][C:9]([S:6]([CH:5]([CH2:25][CH2:26][N:30]2[C:31](=[O:38])[C:32]3[CH:37]=[CH:36][CH:35]=[CH:34][C:33]=3[N:28]=[N:29]2)[C:4]([O:3][CH2:1][CH3:2])=[O:18])(=[O:7])=[O:8])=[CH:10][CH:11]=1)([O-:17])=[O:16], predict the reactants needed to synthesize it. The reactants are: [CH2:1]([O:3][C:4](=[O:18])[CH2:5][S:6]([C:9]1[CH:14]=[CH:13][C:12]([N+:15]([O-:17])=[O:16])=[CH:11][CH:10]=1)(=[O:8])=[O:7])[CH3:2].C(=O)([O-])[O-].[K+].[K+].[CH2:25](Br)[CH3:26].[N:28]1[C:33]2[CH:34]=[CH:35][CH:36]=[CH:37][C:32]=2[C:31](=[O:38])[NH:30][N:29]=1. (3) Given the product [F:1][C:2]1[CH:10]=[C:9]2[C:5](/[C:6](=[C:12]3\[O:16][C:15]([CH3:17])([CH3:18])[C:14]([C:19]4[CH:27]=[CH:26][C:22]([C:23]([N:32]5[CH2:33][CH2:34][CH:29]([OH:28])[CH2:30][CH2:31]5)=[O:25])=[CH:21][CH:20]=4)=[CH:13]\3)/[C:7](=[O:11])[NH:8]2)=[CH:4][CH:3]=1, predict the reactants needed to synthesize it. The reactants are: [F:1][C:2]1[CH:10]=[C:9]2[C:5](/[C:6](=[C:12]3/[CH:13]=[C:14]([C:19]4[CH:27]=[CH:26][C:22]([C:23]([OH:25])=O)=[CH:21][CH:20]=4)[C:15]([CH3:18])([CH3:17])[O:16]/3)/[C:7](=[O:11])[NH:8]2)=[CH:4][CH:3]=1.[OH:28][CH:29]1[CH2:34][CH2:33][NH:32][CH2:31][CH2:30]1.F[P-](F)(F)(F)(F)F.N1(OC(N(C)C)=[N+](C)C)C2C=CC=CC=2N=N1.C(N(C(C)C)CC)(C)C. (4) Given the product [F:1][C:2]1[CH:7]=[CH:6][C:5]([N:8]2[CH2:9][CH2:10][N:11]([CH2:14][C:15]3[CH:20]=[CH:19][C:18]([C:21]4([NH:33][C:29](=[O:28])[CH3:30])[CH2:22][CH2:23]4)=[CH:17][CH:16]=3)[CH2:12][CH2:13]2)=[CH:4][CH:3]=1, predict the reactants needed to synthesize it. The reactants are: [F:1][C:2]1[CH:7]=[CH:6][C:5]([N:8]2[CH2:13][CH2:12][N:11]([CH2:14][C:15]3[CH:20]=[CH:19][C:18]([C:21]4(C(O)=O)[CH2:23][CH2:22]4)=[CH:17][CH:16]=3)[CH2:10][CH2:9]2)=[CH:4][CH:3]=1.C(Cl)(=O)[O:28][CH2:29][CH3:30].[N-:33]=[N+]=[N-].[Na+].C[Mg]I.[Cl-].[NH4+].